This data is from Peptide-MHC class I binding affinity with 185,985 pairs from IEDB/IMGT. The task is: Regression. Given a peptide amino acid sequence and an MHC pseudo amino acid sequence, predict their binding affinity value. This is MHC class I binding data. (1) The peptide sequence is DIDMFAIM. The MHC is H-2-Db with pseudo-sequence H-2-Db. The binding affinity (normalized) is 0. (2) The peptide sequence is YSISNDLLY. The MHC is HLA-A68:01 with pseudo-sequence HLA-A68:01. The binding affinity (normalized) is 0.284.